This data is from Forward reaction prediction with 1.9M reactions from USPTO patents (1976-2016). The task is: Predict the product of the given reaction. (1) Given the reactants [CH2:1]([N:4]([CH2:12][C:13](N(OC)C)=[O:14])[C:5](=[O:11])[O:6][C:7]([CH3:10])([CH3:9])[CH3:8])[CH:2]=[CH2:3].[S:19]1[CH:23]=[CH:22][CH:21]=[C:20]1[Li], predict the reaction product. The product is: [CH2:1]([N:4]([CH2:12][C:13](=[O:14])[C:20]1[S:19][CH:23]=[CH:22][CH:21]=1)[C:5](=[O:11])[O:6][C:7]([CH3:8])([CH3:9])[CH3:10])[CH:2]=[CH2:3]. (2) Given the reactants C[O:2][C:3](=[O:29])/[CH:4]=[CH:5]/[C:6]1[CH:7]=[C:8]2[C:25](=[CH:26][CH:27]=1)[O:24][C:11]1([CH2:16][CH2:15][N:14]([CH2:17][C:18]3[CH:23]=[CH:22][CH:21]=[CH:20][CH:19]=3)[CH2:13][CH2:12]1)[CH2:10][C:9]2=[O:28].[OH-].[Na+], predict the reaction product. The product is: [CH2:17]([N:14]1[CH2:15][CH2:16][C:11]2([CH2:10][C:9](=[O:28])[C:8]3[C:25](=[CH:26][CH:27]=[C:6](/[CH:5]=[CH:4]/[C:3]([OH:29])=[O:2])[CH:7]=3)[O:24]2)[CH2:12][CH2:13]1)[C:18]1[CH:19]=[CH:20][CH:21]=[CH:22][CH:23]=1. (3) Given the reactants [F:1][C:2]1[CH:7]=[CH:6][C:5]([N:8]2[CH2:13][CH2:12][N:11]([CH2:14][CH2:15][CH2:16][N:17]3[CH2:22][C:21](=[O:23])[C:20]4[N:24]([CH3:27])[CH:25]=[CH:26][C:19]=4[S:18]3(=[O:29])=[O:28])[CH2:10][CH2:9]2)=[CH:4][CH:3]=1.[BH4-].[Na+].O, predict the reaction product. The product is: [F:1][C:2]1[CH:3]=[CH:4][C:5]([N:8]2[CH2:13][CH2:12][N:11]([CH2:14][CH2:15][CH2:16][N:17]3[CH2:22][CH:21]([OH:23])[C:20]4[N:24]([CH3:27])[CH:25]=[CH:26][C:19]=4[S:18]3(=[O:29])=[O:28])[CH2:10][CH2:9]2)=[CH:6][CH:7]=1. (4) The product is: [C:10]1([CH3:13])[CH:11]=[CH:12][C:7]([C:6]2[N:5]=[CH:4][N:28]=[C:27]([C:23]3[CH:22]=[C:21]([CH:26]=[CH:25][CH:24]=3)[C:20]([OH:19])=[O:30])[N:29]=2)=[CH:8][CH:9]=1. Given the reactants CN([CH:4]=[N:5][C:6](=O)[C:7]1[CH:12]=[CH:11][C:10]([CH3:13])=[CH:9][CH:8]=1)C.C([O:19][C:20](=[O:30])[C:21]1[CH:26]=[CH:25][CH:24]=[C:23]([C:27](=[NH:29])[NH2:28])[CH:22]=1)(C)(C)C, predict the reaction product. (5) Given the reactants [C:1]([O-:4])(=[O:3])[CH3:2].[K+].Cl[CH2:7][SiH2:8][CH:9]([O:12][CH3:13])[O:10][CH3:11], predict the reaction product. The product is: [C:1]([O:4][CH2:7][SiH2:8][CH:9]([O:12][CH3:13])[O:10][CH3:11])(=[O:3])[CH3:2]. (6) Given the reactants [NH2:1][C:2]1[CH:7]=[C:6]([F:8])[C:5]([Cl:9])=[CH:4][C:3]=1[C:10]([C:12]1[CH:17]=[CH:16][CH:15]=[CH:14][CH:13]=1)=O.[CH:18]1([C:23](=O)[CH2:24][C:25]#[N:26])[CH2:22][CH2:21][CH2:20][CH2:19]1, predict the reaction product. The product is: [Cl:9][C:5]1[CH:4]=[C:3]2[C:2](=[CH:7][C:6]=1[F:8])[N:1]=[C:23]([CH:18]1[CH2:22][CH2:21][CH2:20][CH2:19]1)[C:24]([C:25]#[N:26])=[C:10]2[C:12]1[CH:17]=[CH:16][CH:15]=[CH:14][CH:13]=1. (7) Given the reactants [Mg].Br[C:3]1[C:4]([F:12])=[CH:5][C:6]([F:11])=[C:7]([O:9][CH3:10])[CH:8]=1.[C:13](OCC)(=[O:19])[C:14]([O:16][CH2:17][CH3:18])=[O:15].[Cl-].[NH4+], predict the reaction product. The product is: [F:12][C:4]1[CH:5]=[C:6]([F:11])[C:7]([O:9][CH3:10])=[CH:8][C:3]=1[C:13](=[O:19])[C:14]([O:16][CH2:17][CH3:18])=[O:15]. (8) The product is: [C:32]1([CH3:35])[CH:31]=[CH:30][C:29]([S:26]([OH:27])(=[O:28])=[O:38])=[CH:34][CH:33]=1.[Cl:39][C:40]1[CH:45]=[CH:44][CH:43]=[CH:42][C:41]=1[S:26]([NH:25][C:23]([NH:22][CH2:21][CH2:20][C:17]1[CH:16]=[CH:15][C:14]([N:4]2[C:5]([CH3:13])=[C:6]([C:7]3[CH:12]=[CH:11][CH:10]=[CH:9][CH:8]=3)[C:2]([CH3:1])=[N:3]2)=[CH:19][CH:18]=1)=[O:24])(=[O:28])=[O:27]. Given the reactants [CH3:1][C:2]1[C:6]([C:7]2[CH:12]=[CH:11][CH:10]=[CH:9][CH:8]=2)=[C:5]([CH3:13])[N:4]([C:14]2[CH:19]=[CH:18][C:17]([CH2:20][CH2:21][NH:22][C:23]([NH:25][S:26]([C:29]3[CH:34]=[CH:33][C:32]([CH3:35])=[CH:31][CH:30]=3)(=[O:28])=[O:27])=[O:24])=[CH:16][CH:15]=2)[N:3]=1.[N-]=C=[O:38].[Cl:39][C:40]1[CH:45]=[CH:44][CH:43]=[CH:42][CH:41]=1, predict the reaction product.